This data is from Full USPTO retrosynthesis dataset with 1.9M reactions from patents (1976-2016). The task is: Predict the reactants needed to synthesize the given product. (1) The reactants are: [NH2:1][C:2]1[N:7]=[C:6]([C:8]2[CH:16]=[CH:15][C:11]3[O:12][CH2:13][O:14][C:10]=3[CH:9]=2)[C:5]([C:17]#[N:18])=[C:4](S(C)(=O)=O)[N:3]=1.[CH2:23]([NH2:31])[CH2:24][C:25]1[CH:30]=[CH:29][CH:28]=[CH:27][CH:26]=1. Given the product [NH2:1][C:2]1[N:7]=[C:6]([C:8]2[CH:16]=[CH:15][C:11]3[O:12][CH2:13][O:14][C:10]=3[CH:9]=2)[C:5]([C:17]#[N:18])=[C:4]([NH:31][CH2:23][CH2:24][C:25]2[CH:30]=[CH:29][CH:28]=[CH:27][CH:26]=2)[N:3]=1, predict the reactants needed to synthesize it. (2) Given the product [C:5]([O:4][C:3](=[O:9])[N:2]([CH3:1])[C@@H:10]([CH3:39])[C:11]([NH:13][C@H:14]([C:18]([N:20]1[CH2:25][CH2:24][N:23]([C:51]([N:50]([CH3:49])[C:54]2[CH:59]=[CH:58][CH:57]=[CH:56][CH:55]=2)=[O:52])[CH2:22][C@H:21]1[C:26]([NH:28][C@H:29]1[C:38]2[C:33](=[CH:34][CH:35]=[CH:36][CH:37]=2)[CH2:32][CH2:31][CH2:30]1)=[O:27])=[O:19])[CH:15]([CH3:17])[CH3:16])=[O:12])([CH3:7])([CH3:8])[CH3:6], predict the reactants needed to synthesize it. The reactants are: [CH3:1][N:2]([C@@H:10]([CH3:39])[C:11]([NH:13][C@H:14]([C:18]([N:20]1[CH2:25][CH2:24][NH:23][CH2:22][C@H:21]1[C:26]([NH:28][C@H:29]1[C:38]2[C:33](=[CH:34][CH:35]=[CH:36][CH:37]=2)[CH2:32][CH2:31][CH2:30]1)=[O:27])=[O:19])[CH:15]([CH3:17])[CH3:16])=[O:12])[C:3](=[O:9])[O:4][C:5]([CH3:8])([CH3:7])[CH3:6].CCN(C(C)C)C(C)C.[CH3:49][N:50]([C:54]1[CH:59]=[CH:58][CH:57]=[CH:56][CH:55]=1)[C:51](Cl)=[O:52].